This data is from Full USPTO retrosynthesis dataset with 1.9M reactions from patents (1976-2016). The task is: Predict the reactants needed to synthesize the given product. (1) Given the product [Br:17][C:18]1[CH:26]=[CH:25][C:24]([C:23]([C:8]2[CH:9]=[CH:10][C:11]3[C:12]4[C:4](=[CH:3][C:2]([Br:1])=[CH:14][CH:13]=4)[C:5]([CH3:16])([CH3:15])[C:6]=3[CH:7]=2)=[O:27])=[C:20]([CH:19]=1)[C:21]([OH:28])=[O:22], predict the reactants needed to synthesize it. The reactants are: [Br:1][C:2]1[CH:14]=[CH:13][C:12]2[C:11]3[C:6](=[CH:7][CH:8]=[CH:9][CH:10]=3)[C:5]([CH3:16])([CH3:15])[C:4]=2[CH:3]=1.[Br:17][C:18]1[CH:19]=[C:20]2[C:24](=[CH:25][CH:26]=1)[C:23](=[O:27])[O:22][C:21]2=[O:28].ClCCl.[Cl-].[Al+3].[Cl-].[Cl-]. (2) Given the product [F:37][C:31]1[CH:30]=[CH:29][C:28]([C:26]([O:25][CH2:23][CH3:24])=[O:27])=[CH:33][C:32]=1[C:2]1[C:3]2[CH:12]=[CH:11][N:10]([S:13]([C:16]3[CH:22]=[CH:21][C:19]([CH3:20])=[CH:18][CH:17]=3)(=[O:15])=[O:14])[C:4]=2[C:5](=[O:9])[N:6]([CH3:8])[CH:7]=1, predict the reactants needed to synthesize it. The reactants are: Br[C:2]1[C:3]2[CH:12]=[CH:11][N:10]([S:13]([C:16]3[CH:22]=[CH:21][C:19]([CH3:20])=[CH:18][CH:17]=3)(=[O:15])=[O:14])[C:4]=2[C:5](=[O:9])[N:6]([CH3:8])[CH:7]=1.[CH2:23]([O:25][C:26]([C:28]1[CH:29]=[CH:30][C:31]([F:37])=[C:32](B(O)O)[CH:33]=1)=[O:27])[CH3:24].C(=O)([O-])[O-].[Na+].[Na+].